The task is: Predict the reactants needed to synthesize the given product.. This data is from Full USPTO retrosynthesis dataset with 1.9M reactions from patents (1976-2016). (1) Given the product [CH3:18][C:17]1[CH:16]=[CH:15][S:14][C:13]=1[CH:12]([C:3]([O:6][CH3:7])=[O:8])[C:11]([O:10][CH3:9])=[O:19], predict the reactants needed to synthesize it. The reactants are: [H-].[Na+].[C:3](=[O:8])([O:6][CH3:7])OC.[CH3:9][O:10][C:11](=[O:19])[CH2:12][C:13]1[S:14][CH:15]=[CH:16][C:17]=1[CH3:18].Cl. (2) Given the product [F:1][C:2]1[CH:3]=[CH:4][C:5]([C@@H:8]([NH:10][C:11]2[S:12][C:13]([C:18]3[CH:19]=[CH:20][C:21]([C:22]([OH:24])=[O:23])=[CH:26][CH:27]=3)([CH3:17])[C:14](=[O:16])[N:15]=2)[CH3:9])=[CH:6][CH:7]=1, predict the reactants needed to synthesize it. The reactants are: [F:1][C:2]1[CH:7]=[CH:6][C:5]([C@@H:8]([NH:10][C:11]2[S:12][C:13]([C:18]3[CH:27]=[CH:26][C:21]([C:22]([O:24]C)=[O:23])=[CH:20][CH:19]=3)([CH3:17])[C:14](=[O:16])[N:15]=2)[CH3:9])=[CH:4][CH:3]=1.O.O.[OH-].[Li+].Cl. (3) Given the product [Cl:21][C:16]1[CH:17]=[CH:18][CH:19]=[CH:20][C:15]=1[S:12]([N:9]1[CH2:8][CH2:7][C:6]([CH2:22][CH2:23][O:24][CH3:25])([C:4]([OH:5])=[O:3])[CH2:11][CH2:10]1)(=[O:13])=[O:14], predict the reactants needed to synthesize it. The reactants are: C([O:3][C:4]([C:6]1([CH2:22][CH2:23][O:24][CH3:25])[CH2:11][CH2:10][N:9]([S:12]([C:15]2[CH:20]=[CH:19][CH:18]=[CH:17][C:16]=2[Cl:21])(=[O:14])=[O:13])[CH2:8][CH2:7]1)=[O:5])C.[OH-].[Na+]. (4) Given the product [CH3:35][O:36][C:37](=[O:41])[C@@H:38]([O:27][C:10]1[CH:9]=[CH:8][C:7]([F:28])=[C:6]2[C:11]=1[C:12]([CH3:26])=[C:13]([CH2:14][C:15]1[CH:20]=[CH:19][C:18]([N:21]3[CH:25]=[CH:24][CH:23]=[N:22]3)=[CH:17][CH:16]=1)[C:4]([CH:1]1[CH2:2][CH2:3]1)=[N:5]2)[CH3:39], predict the reactants needed to synthesize it. The reactants are: [CH:1]1([C:4]2[C:13]([CH2:14][C:15]3[CH:20]=[CH:19][C:18]([N:21]4[CH:25]=[CH:24][CH:23]=[N:22]4)=[CH:17][CH:16]=3)=[C:12]([CH3:26])[C:11]3[C:10]([OH:27])=[CH:9][CH:8]=[C:7]([F:28])[C:6]=3[N:5]=2)[CH2:3][CH2:2]1.C(=O)([O-])[O-].[K+].[K+].[CH3:35][O:36][C:37](=[O:41])[C@H:38](Cl)[CH3:39]. (5) Given the product [C:24]1([C:32]2[CH:37]=[CH:36][CH:35]=[CH:34][CH:33]=2)[CH:29]=[CH:28][CH:27]=[C:26]([CH2:30][NH:31][C:17]([C:14]([CH3:15])([O:13][C:10]2[CH:9]=[CH:8][C:7]([CH2:6][C@H:5]([O:20][CH2:21][CH3:22])[C:4]([OH:3])=[O:23])=[CH:12][CH:11]=2)[CH3:16])=[O:19])[CH:25]=1, predict the reactants needed to synthesize it. The reactants are: C([O:3][C:4](=[O:23])[C@@H:5]([O:20][CH2:21][CH3:22])[CH2:6][C:7]1[CH:12]=[CH:11][C:10]([O:13][C:14]([C:17]([OH:19])=O)([CH3:16])[CH3:15])=[CH:9][CH:8]=1)C.[C:24]1([C:32]2[CH:37]=[CH:36][CH:35]=[CH:34][CH:33]=2)[CH:29]=[CH:28][CH:27]=[C:26]([CH2:30][NH2:31])[CH:25]=1.C(O[C@@H](CC1C=CC(O[C@@H](C(=O)NCCC2C=CC(OC3C=CC=CC=3)=CC=2)C)=CC=1)C(O)=O)C. (6) Given the product [Br:10][C@@H:9]1[C@@H:8]([CH2:11][OH:12])[O:7][C@@H:6]([N:16]2[CH:23]=[CH:22][C:20](=[O:21])[NH:19][C:17]2=[O:18])[C@@H:5]1[OH:4], predict the reactants needed to synthesize it. The reactants are: C([O:4][C@@H:5]1[C@H:9]([Br:10])[C@@H:8]([CH2:11][O:12]C(=O)C)[O:7][C@H:6]1[N:16]1[CH:23]=[CH:22][C:20](=[O:21])[NH:19][C:17]1=[O:18])(=O)C.